Dataset: Forward reaction prediction with 1.9M reactions from USPTO patents (1976-2016). Task: Predict the product of the given reaction. (1) Given the reactants [NH2:1][CH2:2][CH2:3][C:4]1[CH:35]=[CH:34][C:7]([O:8][CH2:9][CH2:10][C:11]2[CH:16]=[CH:15][C:14]([OH:17])=[C:13]([C@@H:18]([C:28]3[CH:33]=[CH:32][CH:31]=[CH:30][CH:29]=3)[CH2:19][CH2:20][N:21]([CH:25]([CH3:27])[CH3:26])[CH:22]([CH3:24])[CH3:23])[CH:12]=2)=[CH:6][CH:5]=1.[Cl:36][C:37]1[CH:45]=[CH:44][C:40]([C:41](O)=[O:42])=[CH:39][C:38]=1[OH:46], predict the reaction product. The product is: [Cl:36][C:37]1[CH:45]=[CH:44][C:40]([C:41]([NH:1][CH2:2][CH2:3][C:4]2[CH:5]=[CH:6][C:7]([O:8][CH2:9][CH2:10][C:11]3[CH:16]=[CH:15][C:14]([OH:17])=[C:13]([C@@H:18]([C:28]4[CH:29]=[CH:30][CH:31]=[CH:32][CH:33]=4)[CH2:19][CH2:20][N:21]([CH:25]([CH3:26])[CH3:27])[CH:22]([CH3:24])[CH3:23])[CH:12]=3)=[CH:34][CH:35]=2)=[O:42])=[CH:39][C:38]=1[OH:46]. (2) Given the reactants S(C)(C)=O.[NH2:5][C:6]1[C:11]([NH:12][C:13](=[O:16])[O:14][CH3:15])=[C:10]([NH2:17])[N:9]=[C:8]([C:18]2[C:26]3[C:21](=[N:22][CH:23]=[CH:24][CH:25]=3)[N:20]([CH2:27][C:28]3[CH:33]=[CH:32][CH:31]=[CH:30][C:29]=3[F:34])[N:19]=2)[N:7]=1, predict the reaction product. The product is: [NH2:5][C:6]1[C:11]([NH:12][C:13](=[O:16])[O:14][CH3:15])=[C:10]([NH2:17])[N:9]=[C:8]([C:18]2[C:26]3[C:21](=[N:22][CH:23]=[CH:24][CH:25]=3)[N:20]([CH2:27][C:28]3[CH:33]=[CH:32][CH:31]=[CH:30][C:29]=3[F:34])[N:19]=2)[N:7]=1.